Dataset: Full USPTO retrosynthesis dataset with 1.9M reactions from patents (1976-2016). Task: Predict the reactants needed to synthesize the given product. (1) The reactants are: [CH3:13][C:12]([O:11][C:9](O[C:9]([O:11][C:12]([CH3:15])([CH3:14])[CH3:13])=[O:10])=[O:10])([CH3:15])[CH3:14].[NH2:16][CH2:17][CH2:18][CH2:19][CH2:20][CH2:21][CH2:22][OH:23]. Given the product [C:9]([NH:16][CH2:17][CH2:18][CH2:19][CH2:20][CH2:21][CH2:22][OH:23])([O:11][C:12]([CH3:13])([CH3:14])[CH3:15])=[O:10], predict the reactants needed to synthesize it. (2) Given the product [N:24]1[CH:25]=[CH:26][CH:27]=[C:22]([N:16]2[C:15]3=[C:10]4[CH:9]=[CH:8][N:7]([CH2:6][O:5][CH2:4][CH2:3][Si:2]([CH3:20])([CH3:19])[CH3:1])[C:11]4=[N:12][CH:13]=[C:14]3[CH:18]=[CH:17]2)[CH:23]=1, predict the reactants needed to synthesize it. The reactants are: [CH3:1][Si:2]([CH3:20])([CH3:19])[CH2:3][CH2:4][O:5][CH2:6][N:7]1[C:11]2=[N:12][CH:13]=[C:14]3[CH:18]=[CH:17][NH:16][C:15]3=[C:10]2[CH:9]=[CH:8]1.I[C:22]1[CH:23]=[N:24][CH:25]=[CH:26][CH:27]=1.P([O-])([O-])([O-])=O.[K+].[K+].[K+].C1(N)CCCCC1N. (3) Given the product [Br:1][C:2]1[CH:3]=[CH:4][C:5]([N:8]2[C:12](=[O:13])[N:11]([CH2:21][O:20][CH2:19][CH2:18][Si:15]([CH3:17])([CH3:16])[CH3:14])[N:10]=[N:9]2)=[CH:6][CH:7]=1, predict the reactants needed to synthesize it. The reactants are: [Br:1][C:2]1[CH:7]=[CH:6][C:5]([N:8]2[C:12](=[O:13])[NH:11][N:10]=[N:9]2)=[CH:4][CH:3]=1.[CH3:14][Si:15]([CH2:18][CH2:19][O:20][CH2:21]Cl)([CH3:17])[CH3:16]. (4) Given the product [Cl:1][C:2]1[CH:3]=[C:4]2[C:9](=[CH:10][C:11]=1[C:12]([N:14]1[CH2:18][CH2:17][CH2:16][CH2:15]1)=[O:13])[N:8]=[CH:7][N:6]=[C:5]2[NH:19][CH:20]([C:26]1[NH:30][C:29]2[CH:38]=[CH:39][C:40]([Cl:42])=[CH:41][C:28]=2[N:27]=1)[CH2:21][CH2:22][C:23]([N:55]([CH2:53][CH2:45][C:46]([OH:48])=[O:47])[CH3:54])=[O:25], predict the reactants needed to synthesize it. The reactants are: [Cl:1][C:2]1[CH:3]=[C:4]2[C:9](=[CH:10][C:11]=1[C:12]([N:14]1[CH2:18][CH2:17][CH2:16][CH2:15]1)=[O:13])[N:8]=[CH:7][N:6]=[C:5]2[NH:19][CH:20]([C:26]1[N:30](C(OC(C)(C)C)=O)[C:29]2[CH:38]=[CH:39][C:40]([Cl:42])=[CH:41][C:28]=2[N:27]=1)[CH2:21][CH2:22][C:23]([OH:25])=O.CN[CH:45]([CH3:53])[C:46]([O:48]C(C)(C)C)=[O:47].[CH3:54][N:55](C(ON1N=NC2C=CC=CC1=2)=[N+](C)C)C.[B-](F)(F)(F)F.FC(F)(F)C(O)=O. (5) Given the product [C:1]([O:5][C:6]([NH:8][C:9]([CH3:14])([CH3:10])[C:11]([O-:13])=[O:12])=[O:7])([CH3:4])([CH3:2])[CH3:3].[Cs+:19], predict the reactants needed to synthesize it. The reactants are: [C:1]([O:5][C:6]([NH:8][C:9]([CH3:14])([C:11]([OH:13])=[O:12])[CH3:10])=[O:7])([CH3:4])([CH3:3])[CH3:2].C(=O)([O-])[O-].[Cs+:19].[Cs+].